This data is from Forward reaction prediction with 1.9M reactions from USPTO patents (1976-2016). The task is: Predict the product of the given reaction. Given the reactants [C:1]([CH:4]1[CH2:9][NH:8][CH2:7][CH2:6][NH:5]1)([OH:3])=[O:2].[OH-].C([N+](CCCC)(CCCC)CCCC)CCC.Br[CH2:29][CH:30]([C:32]1[CH:37]=[CH:36][C:35]([C:38]2[N:42]=[C:41]([C:43]3[C:47]([CH2:48][CH2:49][CH3:50])=[C:46]([C:51]4[CH:56]=[CH:55][CH:54]=[CH:53][CH:52]=4)[O:45][N:44]=3)[O:40][N:39]=2)=[CH:34][CH:33]=1)[OH:31].CCN(C(N1N=NN(C2C(Cl)=CC=CC=2)C1=O)=O)C1CCCCC1, predict the reaction product. The product is: [OH:31][CH:30]([C:32]1[CH:37]=[CH:36][C:35]([C:38]2[N:42]=[C:41]([C:43]3[C:47]([CH2:48][CH2:49][CH3:50])=[C:46]([C:51]4[CH:52]=[CH:53][CH:54]=[CH:55][CH:56]=4)[O:45][N:44]=3)[O:40][N:39]=2)=[CH:34][CH:33]=1)[CH2:29][N:8]1[CH2:7][CH2:6][NH:5][CH:4]([C:1]([OH:3])=[O:2])[CH2:9]1.